This data is from Catalyst prediction with 721,799 reactions and 888 catalyst types from USPTO. The task is: Predict which catalyst facilitates the given reaction. (1) Reactant: [F:1][C:2]([F:18])([F:17])[CH2:3][C:4]([NH:6][C:7]1[CH:12]=[CH:11][C:10]([O:13][CH3:14])=[CH:9][C:8]=1[CH2:15][OH:16])=[O:5]. Product: [F:1][C:2]([F:17])([F:18])[CH2:3][C:4]([NH:6][C:7]1[CH:12]=[CH:11][C:10]([O:13][CH3:14])=[CH:9][C:8]=1[CH:15]=[O:16])=[O:5]. The catalyst class is: 177. (2) Reactant: [C:1]1([C:26]2[CH:31]=[CH:30][CH:29]=[CH:28][CH:27]=2)[CH:6]=[CH:5][CH:4]=[C:3]([C:7]2[N:12]=[CH:11][N:10]=[C:9]([NH:13][C:14]3[CH:19]=[CH:18][C:17]([N:20]([CH2:23][CH2:24]Cl)[CH2:21][CH3:22])=[CH:16][CH:15]=3)[CH:8]=2)[CH:2]=1.CN1C(=O)CCC1.[C:39]1(=O)[NH:43][C:42](=O)[C:41]2=[CH:45][CH:46]=[CH:47][CH:48]=[C:40]12.[K]. Product: [C:1]1([C:26]2[CH:31]=[CH:30][CH:29]=[CH:28][CH:27]=2)[CH:6]=[CH:5][CH:4]=[C:3]([C:7]2[N:12]=[CH:11][N:10]=[C:9]([NH:13][C:14]3[CH:19]=[CH:18][C:17]([N:20]([CH2:21][CH3:22])[CH2:23][CH2:24][N:43]4[CH:39]=[C:40]5[C:41]([CH:45]=[CH:46][CH:47]=[CH:48]5)=[CH:42]4)=[CH:16][CH:15]=3)[CH:8]=2)[CH:2]=1. The catalyst class is: 4. (3) Reactant: Cl[C:2]1[N:7]=[C:6]([N:8]([CH3:13])[S:9]([CH3:12])(=[O:11])=[O:10])[C:5]([Cl:14])=[C:4]([NH:15][C:16]2[CH:20]=[C:19]([O:21][CH3:22])[NH:18][N:17]=2)[N:3]=1.Cl.[F:24][C:25]1[CH:26]=[N:27][C:28]([C@@H:31]([NH2:33])[CH3:32])=[N:29][CH:30]=1.CCN(C(C)C)C(C)C. Product: [Cl:14][C:5]1[C:6]([N:8]([CH3:13])[S:9]([CH3:12])(=[O:11])=[O:10])=[N:7][C:2]([NH:33][C@H:31]([C:28]2[N:29]=[CH:30][C:25]([F:24])=[CH:26][N:27]=2)[CH3:32])=[N:3][C:4]=1[NH:15][C:16]1[CH:20]=[C:19]([O:21][CH3:22])[NH:18][N:17]=1. The catalyst class is: 114. (4) Reactant: [O:1]1[CH:5]=[CH:4][CH:3]=[C:2]1[C:6]1[C:15]2[C:10](=[CH:11][CH:12]=[C:13]([N+:16]([O-:18])=[O:17])[CH:14]=2)[N:9]=[C:8]([N:19]2[CH2:24][CH2:23][N:22](C=O)[CH2:21][CH2:20]2)[CH:7]=1.O.[OH-].[Na+]. Product: [O:1]1[CH:5]=[CH:4][CH:3]=[C:2]1[C:6]1[C:15]2[C:10](=[CH:11][CH:12]=[C:13]([N+:16]([O-:18])=[O:17])[CH:14]=2)[N:9]=[C:8]([N:19]2[CH2:24][CH2:23][NH:22][CH2:21][CH2:20]2)[CH:7]=1. The catalyst class is: 82. (5) Reactant: [CH2:1]1[C:9]2[C:4](=[CH:5][CH:6]=[CH:7][CH:8]=2)[CH2:3][CH:2]1[C:10]([N:12]1[CH2:17][CH:16]2[CH:14]([C:15]2([C:19]2[CH:20]=[C:21]([NH:25][S:26]([CH3:29])(=[O:28])=[O:27])[CH:22]=[CH:23][CH:24]=2)[CH3:18])[CH2:13]1)=O.[H-].[Al+3].[Li+].[H-].[H-].[H-].O.C(=O)([O-])O.[Na+]. Product: [CH2:1]1[C:9]2[C:4](=[CH:5][CH:6]=[CH:7][CH:8]=2)[CH2:3][CH:2]1[CH2:10][N:12]1[CH2:13][CH:14]2[CH:16]([C:15]2([C:19]2[CH:20]=[C:21]([NH:25][S:26]([CH3:29])(=[O:27])=[O:28])[CH:22]=[CH:23][CH:24]=2)[CH3:18])[CH2:17]1. The catalyst class is: 54. (6) Reactant: Br[CH2:2][C:3]([C:5]1[N:9]2[CH:10]=[CH:11][CH:12]=[N:13][C:8]2=[N:7][CH:6]=1)=O.[CH2:14]([O:16][C:17]1[CH:22]=[CH:21][CH:20]=[CH:19][C:18]=1[NH:23][C:24]([NH2:26])=[S:25])[CH3:15]. Product: [CH2:14]([O:16][C:17]1[CH:22]=[CH:21][CH:20]=[CH:19][C:18]=1[NH:23][C:24]1[S:25][CH:2]=[C:3]([C:5]2[N:9]3[CH:10]=[CH:11][CH:12]=[N:13][C:8]3=[N:7][CH:6]=2)[N:26]=1)[CH3:15]. The catalyst class is: 8.